Predict the reactants needed to synthesize the given product. From a dataset of Full USPTO retrosynthesis dataset with 1.9M reactions from patents (1976-2016). (1) Given the product [CH:1]1([C:6]2[CH:11]=[C:10]([C:12]3[O:16][N:15]=[C:14]([C:17]4[CH:22]=[C:21]([CH3:23])[C:20]([O:24][CH2:29][C@@H:31]5[CH2:32][O:33]5)=[C:19]([CH2:25][CH3:26])[CH:18]=4)[N:13]=3)[CH:9]=[C:8]([O:27][CH3:28])[N:7]=2)[CH2:2][CH2:3][CH2:4][CH2:5]1, predict the reactants needed to synthesize it. The reactants are: [CH:1]1([C:6]2[CH:11]=[C:10]([C:12]3[O:16][N:15]=[C:14]([C:17]4[CH:22]=[C:21]([CH3:23])[C:20]([OH:24])=[C:19]([CH2:25][CH3:26])[CH:18]=4)[N:13]=3)[CH:9]=[C:8]([O:27][CH3:28])[N:7]=2)[CH2:5][CH2:4][CH2:3][CH2:2]1.[CH2:29]([C@@H:31]1[O:33][CH2:32]1)Cl. (2) Given the product [NH:6]1[C:5]2[CH:9]=[CH:10][C:2]([NH:1][C:12]([NH:11][CH2:14][CH2:15][C:16]3[CH:21]=[CH:20][CH:19]=[CH:18][CH:17]=3)=[S:13])=[CH:3][C:4]=2[N:8]=[CH:7]1, predict the reactants needed to synthesize it. The reactants are: [NH2:1][C:2]1[CH:10]=[CH:9][C:5]2[NH:6][CH:7]=[N:8][C:4]=2[CH:3]=1.[N:11]([CH2:14][CH2:15][C:16]1[CH:21]=[CH:20][CH:19]=[CH:18][CH:17]=1)=[C:12]=[S:13]. (3) Given the product [N+:14]([C:11]1[CH:12]=[CH:13][C:8]([C:5]2[CH:4]=[CH:3][C:2]([O:1][CH2:26][C:23]3[O:22][C:21]([C:19]([OH:20])=[O:18])=[CH:25][CH:24]=3)=[CH:7][CH:6]=2)=[CH:9][CH:10]=1)([O-:16])=[O:15], predict the reactants needed to synthesize it. The reactants are: [OH:1][C:2]1[CH:7]=[CH:6][C:5]([C:8]2[CH:13]=[CH:12][C:11]([N+:14]([O-:16])=[O:15])=[CH:10][CH:9]=2)=[CH:4][CH:3]=1.C[O:18][C:19]([C:21]1[O:22][C:23]([CH2:26]Cl)=[CH:24][CH:25]=1)=[O:20]. (4) Given the product [NH2:8][C:5]1[N:6]=[CH:7][C:2]([C:29]2[CH:28]=[CH:27][C:26]([N:39]3[CH2:44][CH2:43][N:42]([C:45]([O:47][C:48]([CH3:49])([CH3:50])[CH3:51])=[O:46])[CH2:41][CH2:40]3)=[CH:25][C:24]=2[O:23][CH3:22])=[C:3]([C:9]2[N:13]([C:14]3[CH:19]=[CH:18][C:17]([F:20])=[C:16]([Cl:21])[CH:15]=3)[N:12]=[CH:11][CH:10]=2)[CH:4]=1, predict the reactants needed to synthesize it. The reactants are: Br[C:2]1[C:3]([C:9]2[N:13]([C:14]3[CH:19]=[CH:18][C:17]([F:20])=[C:16]([Cl:21])[CH:15]=3)[N:12]=[CH:11][CH:10]=2)=[CH:4][C:5]([NH2:8])=[N:6][CH:7]=1.[CH3:22][O:23][C:24]1[CH:25]=[C:26]([N:39]2[CH2:44][CH2:43][N:42]([C:45]([O:47][C:48]([CH3:51])([CH3:50])[CH3:49])=[O:46])[CH2:41][CH2:40]2)[CH:27]=[CH:28][C:29]=1B1OC(C)(C)C(C)(C)O1.C([O-])([O-])=O.[Cs+].[Cs+].O1CCOCC1. (5) Given the product [CH3:23][C:24]1[CH:25]=[C:26]([N:31]2[CH2:32][CH2:33][N:34]([CH2:21][CH2:20][CH2:19][C:9]3[CH:10]=[C:11]([C:12]4[CH:17]=[CH:16][C:15]([CH3:18])=[CH:14][CH:13]=4)[N:7]([C:1]4[CH:6]=[CH:5][CH:4]=[CH:3][CH:2]=4)[N:8]=3)[CH2:35][CH2:36]2)[CH:27]=[CH:28][C:29]=1[CH3:30], predict the reactants needed to synthesize it. The reactants are: [C:1]1([N:7]2[C:11]([C:12]3[CH:17]=[CH:16][C:15]([CH3:18])=[CH:14][CH:13]=3)=[CH:10][C:9]([CH2:19][CH2:20][CH:21]=O)=[N:8]2)[CH:6]=[CH:5][CH:4]=[CH:3][CH:2]=1.[CH3:23][C:24]1[CH:25]=[C:26]([N:31]2[CH2:36][CH2:35][NH:34][CH2:33][CH2:32]2)[CH:27]=[CH:28][C:29]=1[CH3:30].CCN(C(C)C)C(C)C.[BH-](OC(C)=O)(OC(C)=O)OC(C)=O.[Na+].